From a dataset of Peptide-MHC class I binding affinity with 185,985 pairs from IEDB/IMGT. Regression. Given a peptide amino acid sequence and an MHC pseudo amino acid sequence, predict their binding affinity value. This is MHC class I binding data. (1) The peptide sequence is KYTSGRQEK. The MHC is HLA-B18:01 with pseudo-sequence HLA-B18:01. The binding affinity (normalized) is 0.0847. (2) The peptide sequence is LPQYFTFDL. The MHC is HLA-A80:01 with pseudo-sequence HLA-A80:01. The binding affinity (normalized) is 0.0847.